Predict the reactants needed to synthesize the given product. From a dataset of Full USPTO retrosynthesis dataset with 1.9M reactions from patents (1976-2016). (1) Given the product [C:23]([Si:20]([CH3:22])([CH3:21])[O:19][CH2:18][CH2:17][O:15][CH:4]1[CH2:3][O:8][CH:7]([C:9]2[CH:14]=[CH:13][CH:12]=[CH:11][CH:10]=2)[O:6][CH2:5]1)([CH3:26])([CH3:25])[CH3:24], predict the reactants needed to synthesize it. The reactants are: [H-].[Na+].[CH2:3]1[O:8][CH:7]([C:9]2[CH:14]=[CH:13][CH:12]=[CH:11][CH:10]=2)[O:6][CH2:5][CH:4]1[OH:15].Br[CH2:17][CH2:18][O:19][Si:20]([C:23]([CH3:26])([CH3:25])[CH3:24])([CH3:22])[CH3:21].[Cl-].[NH4+]. (2) The reactants are: Br[C:2]1[CH:7]=[CH:6][C:5]([S:8]([N:11]2[CH2:14][CH:13]([OH:15])[CH2:12]2)(=[O:10])=[O:9])=[CH:4][CH:3]=1.[B:16]1([B:16]2[O:20][C:19]([CH3:22])([CH3:21])[C:18]([CH3:24])([CH3:23])[O:17]2)[O:20][C:19]([CH3:22])([CH3:21])[C:18]([CH3:24])([CH3:23])[O:17]1.C([O-])(=O)C.[K+]. Given the product [CH3:23][C:18]1([CH3:24])[C:19]([CH3:22])([CH3:21])[O:20][B:16]([C:2]2[CH:7]=[CH:6][C:5]([S:8]([N:11]3[CH2:14][CH:13]([OH:15])[CH2:12]3)(=[O:10])=[O:9])=[CH:4][CH:3]=2)[O:17]1, predict the reactants needed to synthesize it.